From a dataset of Forward reaction prediction with 1.9M reactions from USPTO patents (1976-2016). Predict the product of the given reaction. Given the reactants FC1C=CC([S:8]([Cl:11])(=[O:10])=[O:9])=CC=1OC.N[C:15]1[CH:22]=[CH:21][C:18]([C:19]#[N:20])=[C:17]([O:23][CH2:24][CH3:25])[CH:16]=1, predict the reaction product. The product is: [C:19]([C:18]1[CH:21]=[CH:22][C:15]([S:8]([Cl:11])(=[O:10])=[O:9])=[CH:16][C:17]=1[O:23][CH2:24][CH3:25])#[N:20].